Predict the reaction yield, written as a fraction of the theoretical maximum amount of product (1.0 means a 100% yield; for example, 0.34 means a 34% yield). From a dataset of Reaction yield outcomes from USPTO patents with 853,638 reactions. (1) The reactants are [SH:1][C:2]1[O:3][C:4]2[CH:10]=[CH:9][CH:8]=[CH:7][C:5]=2[N:6]=1.C1C(=O)N(Cl)C(=O)C1.[Br-].[CH3:20][O:21][C:22]1[CH:23]=[C:24]([Zn+])[CH:25]=[C:26]([O:30][CH3:31])[C:27]=1[O:28][CH3:29]. No catalyst specified. The product is [CH3:31][O:30][C:26]1[CH:25]=[C:24]([S:1][C:2]2[O:3][C:4]3[CH:10]=[CH:9][CH:8]=[CH:7][C:5]=3[N:6]=2)[CH:23]=[C:22]([O:21][CH3:20])[C:27]=1[O:28][CH3:29]. The yield is 0.740. (2) The reactants are [OH-].[NH4+:2].[CH3:3][N:4]([N:6]=[N:7][C:8]1[CH:12]=[C:11]([C:13]2[CH:18]=[CH:17][CH:16]=[CH:15][CH:14]=2)[S:10][C:9]=1[C:19]([O:21]C)=O)[CH3:5].O. The catalyst is C1COCC1. The product is [CH3:3][N:4]([N:6]=[N:7][C:8]1[CH:12]=[C:11]([C:13]2[CH:18]=[CH:17][CH:16]=[CH:15][CH:14]=2)[S:10][C:9]=1[C:19]([NH2:2])=[O:21])[CH3:5]. The yield is 0.0800. (3) The reactants are [CH2:1]([O:3][C:4]([C:6]1[CH:7]([C:18]([F:21])([F:20])[F:19])[O:8][C:9]2[C:14]([CH:15]=1)=[CH:13][C:12]([Cl:16])=[CH:11][C:10]=2I)=[O:5])[CH3:2].[CH3:22][CH:23]([CH3:26])[C:24]#[CH:25]. The catalyst is [Cu]I. The product is [Cl:16][C:12]1[CH:13]=[C:14]2[C:9](=[C:10]([C:25]#[C:24][CH:23]([CH3:26])[CH3:22])[CH:11]=1)[O:8][CH:7]([C:18]([F:21])([F:20])[F:19])[C:6]([C:4]([O:3][CH2:1][CH3:2])=[O:5])=[CH:15]2. The yield is 0.910. (4) The reactants are C([Si](CC)(CC)[C:4]1[S:8][C:7]2[C:9]([B:13]3[O:17][C:16]([CH3:19])([CH3:18])[C:15]([CH3:21])([CH3:20])[O:14]3)=[CH:10][CH:11]=[CH:12][C:6]=2[CH:5]=1)C.FC(F)(F)C(O)=O. The catalyst is C(Cl)Cl. The product is [S:8]1[CH:4]=[CH:5][C:6]2[CH:12]=[CH:11][CH:10]=[C:9]([B:13]3[O:17][C:16]([CH3:19])([CH3:18])[C:15]([CH3:21])([CH3:20])[O:14]3)[C:7]1=2. The yield is 0.980. (5) The reactants are Cl[C:2]1[N:3]=[CH:4][C:5]2[N:11]([CH3:12])[C:10](=[O:13])[C:9]3([CH2:16][CH2:15][CH2:14]3)[CH2:8][N:7]([CH:17]3[CH2:21][CH2:20][CH2:19][CH2:18]3)[C:6]=2[N:22]=1.[NH2:23][C:24]1[CH:32]=[CH:31][C:27]([C:28]([OH:30])=[O:29])=[CH:26][C:25]=1[O:33][CH3:34].C(O)(C(F)(F)F)=O. No catalyst specified. The product is [CH:17]1([N:7]2[CH2:8][C:9]3([CH2:16][CH2:15][CH2:14]3)[C:10](=[O:13])[N:11]([CH3:12])[C:5]3[CH:4]=[N:3][C:2]([NH:23][C:24]4[CH:32]=[CH:31][C:27]([C:28]([OH:30])=[O:29])=[CH:26][C:25]=4[O:33][CH3:34])=[N:22][C:6]2=3)[CH2:21][CH2:20][CH2:19][CH2:18]1. The yield is 0.750. (6) The reactants are Cl[C:2]1[N:7]=[CH:6][C:5]([C:8]([O:10][CH2:11][CH3:12])=[O:9])=[C:4]([C:13]2[CH:18]=[CH:17][CH:16]=[CH:15][CH:14]=2)[CH:3]=1.[NH2:19][CH2:20][CH2:21][NH:22][C:23]1[CH:28]=[CH:27][C:26]([N+:29]([O-:31])=[O:30])=[CH:25][N:24]=1.CCN(C(C)C)C(C)C.CC(N(C)C)=O. The catalyst is CCOC(C)=O. The product is [N+:29]([C:26]1[CH:27]=[CH:28][C:23]([NH:22][CH2:21][CH2:20][NH:19][C:2]2[N:7]=[CH:6][C:5]([C:8]([O:10][CH2:11][CH3:12])=[O:9])=[C:4]([C:13]3[CH:18]=[CH:17][CH:16]=[CH:15][CH:14]=3)[CH:3]=2)=[N:24][CH:25]=1)([O-:31])=[O:30]. The yield is 0.700. (7) The catalyst is [Fe].O. The product is [NH2:24][C:15]1[CH:14]=[C:13]([O:12][CH2:5][C:6]2[CH:11]=[CH:10][CH:9]=[CH:8][CH:7]=2)[C:18]([O:19][CH3:20])=[CH:17][C:16]=1[C:21](=[O:23])[CH3:22]. The reactants are C([O-])=O.[NH4+].[CH2:5]([O:12][C:13]1[C:18]([O:19][CH3:20])=[CH:17][C:16]([C:21](=[O:23])[CH3:22])=[C:15]([N+:24]([O-])=O)[CH:14]=1)[C:6]1[CH:11]=[CH:10][CH:9]=[CH:8][CH:7]=1.C1(C)C=CC=CC=1. The yield is 0.900.